Predict the product of the given reaction. From a dataset of Forward reaction prediction with 1.9M reactions from USPTO patents (1976-2016). (1) Given the reactants [C:1]1([S:7]([CH2:10][C:11]2[C:16]([C:17]([O:19][CH2:20]C)=[O:18])=[C:15]([O:22][CH3:23])[C:14]([Br:24])=[CH:13][CH:12]=2)(=[O:9])=[O:8])[CH:6]=[CH:5][CH:4]=[CH:3][CH:2]=1.BrC1C(OC)=C(C(CSC2C=CC=CC=2)=CC=1)C(OC)=O, predict the reaction product. The product is: [C:1]1([S:7]([CH2:10][C:11]2[C:16]([C:17]([O:19][CH3:20])=[O:18])=[C:15]([O:22][CH3:23])[C:14]([Br:24])=[CH:13][CH:12]=2)(=[O:9])=[O:8])[CH:2]=[CH:3][CH:4]=[CH:5][CH:6]=1. (2) Given the reactants [F:1][C:2]([F:52])([F:51])[C:3]1[CH:4]=[C:5]([CH:44]=[C:45]([C:47]([F:50])([F:49])[F:48])[CH:46]=1)[CH2:6][N:7]([CH2:23][C:24]1[CH:29]=[C:28]([C:30]([F:33])([F:32])[F:31])[CH:27]=[CH:26][C:25]=1[O:34][C:35]1[CH:40]=[C:39]([N:41]([CH3:43])[CH3:42])[N:38]=[CH:37][N:36]=1)[C:8]1[N:13]=[CH:12][C:11]([O:14][CH2:15][CH2:16][CH2:17][C:18]([O:20]CC)=[O:19])=[CH:10][N:9]=1.[OH-].[Na+].Cl.C(OCC)(=O)C, predict the reaction product. The product is: [F:52][C:2]([F:1])([F:51])[C:3]1[CH:4]=[C:5]([CH:44]=[C:45]([C:47]([F:48])([F:49])[F:50])[CH:46]=1)[CH2:6][N:7]([CH2:23][C:24]1[CH:29]=[C:28]([C:30]([F:31])([F:32])[F:33])[CH:27]=[CH:26][C:25]=1[O:34][C:35]1[CH:40]=[C:39]([N:41]([CH3:43])[CH3:42])[N:38]=[CH:37][N:36]=1)[C:8]1[N:9]=[CH:10][C:11]([O:14][CH2:15][CH2:16][CH2:17][C:18]([OH:20])=[O:19])=[CH:12][N:13]=1. (3) Given the reactants [C:1]([C:3]1[CH:8]=[CH:7][C:6]([C:9]2[CH:14]=[CH:13][C:12]([O:15][CH2:16][CH2:17][CH2:18][CH2:19][CH2:20][CH2:21][C:22](=[O:27])[C:23](OC)=[O:24])=[CH:11][CH:10]=2)=[CH:5][CH:4]=1)#[N:2].[CH3:28][NH2:29].Cl, predict the reaction product. The product is: [C:1]([C:3]1[CH:8]=[CH:7][C:6]([C:9]2[CH:14]=[CH:13][C:12]([O:15][CH2:16][CH2:17][CH2:18][CH2:19][CH2:20][CH2:21][C:22](=[O:27])[C:23]([NH:29][CH3:28])=[O:24])=[CH:11][CH:10]=2)=[CH:5][CH:4]=1)#[N:2].